From a dataset of Reaction yield outcomes from USPTO patents with 853,638 reactions. Predict the reaction yield, written as a fraction of the theoretical maximum amount of product (1.0 means a 100% yield; for example, 0.34 means a 34% yield). (1) The reactants are [CH:1]([C:3]1[O:7][C:6]([C:8]2[CH:15]=[CH:14][C:11]([C:12]#[N:13])=[CH:10][CH:9]=2)=[CH:5][CH:4]=1)=O.[N:16]1[CH:21]=[CH:20][CH:19]=[C:18]([CH2:22][N:23]2[C:27](=[O:28])[CH2:26][S:25][C:24]2=[S:29])[CH:17]=1. The catalyst is N1CCCCC1.C(O)C. The product is [O:28]=[C:27]1[C:26](=[CH:1][C:3]2[O:7][C:6]([C:8]3[CH:9]=[CH:10][C:11]([C:12]#[N:13])=[CH:14][CH:15]=3)=[CH:5][CH:4]=2)[S:25][C:24](=[S:29])[N:23]1[CH2:22][C:18]1[CH:17]=[N:16][CH:21]=[CH:20][CH:19]=1. The yield is 0.860. (2) The reactants are [O:1]=[C:2]1[CH2:6][CH2:5][CH:4]([C:7]([O:9][CH3:10])=[O:8])[CH2:3]1.[C:11]([Mg]Br)#[CH:12]. The catalyst is C1COCC1. The product is [C:11]([C:2]1([OH:1])[CH2:6][CH2:5][CH:4]([C:7]([O:9][CH3:10])=[O:8])[CH2:3]1)#[CH:12]. The yield is 0.240.